From a dataset of NCI-60 drug combinations with 297,098 pairs across 59 cell lines. Regression. Given two drug SMILES strings and cell line genomic features, predict the synergy score measuring deviation from expected non-interaction effect. (1) Drug 1: CC1C(C(CC(O1)OC2CC(OC(C2O)C)OC3=CC4=CC5=C(C(=O)C(C(C5)C(C(=O)C(C(C)O)O)OC)OC6CC(C(C(O6)C)O)OC7CC(C(C(O7)C)O)OC8CC(C(C(O8)C)O)(C)O)C(=C4C(=C3C)O)O)O)O. Drug 2: C1CC(=O)NC(=O)C1N2C(=O)C3=CC=CC=C3C2=O. Cell line: CCRF-CEM. Synergy scores: CSS=34.9, Synergy_ZIP=1.34, Synergy_Bliss=-0.958, Synergy_Loewe=-46.4, Synergy_HSA=-3.53. (2) Drug 2: CCN(CC)CCCC(C)NC1=C2C=C(C=CC2=NC3=C1C=CC(=C3)Cl)OC. Drug 1: CCCCC(=O)OCC(=O)C1(CC(C2=C(C1)C(=C3C(=C2O)C(=O)C4=C(C3=O)C=CC=C4OC)O)OC5CC(C(C(O5)C)O)NC(=O)C(F)(F)F)O. Cell line: K-562. Synergy scores: CSS=62.4, Synergy_ZIP=-1.35, Synergy_Bliss=-3.73, Synergy_Loewe=-7.62, Synergy_HSA=-3.03. (3) Drug 1: C(=O)(N)NO. Drug 2: CS(=O)(=O)OCCCCOS(=O)(=O)C. Cell line: IGROV1. Synergy scores: CSS=2.15, Synergy_ZIP=-0.791, Synergy_Bliss=-1.07, Synergy_Loewe=-2.16, Synergy_HSA=-0.920. (4) Drug 1: CC1C(C(CC(O1)OC2CC(CC3=C2C(=C4C(=C3O)C(=O)C5=C(C4=O)C(=CC=C5)OC)O)(C(=O)C)O)N)O.Cl. Drug 2: CC1=C(C(=CC=C1)Cl)NC(=O)C2=CN=C(S2)NC3=CC(=NC(=N3)C)N4CCN(CC4)CCO. Cell line: SR. Synergy scores: CSS=78.8, Synergy_ZIP=17.0, Synergy_Bliss=16.9, Synergy_Loewe=-0.690, Synergy_HSA=18.4. (5) Drug 1: CC12CCC(CC1=CCC3C2CCC4(C3CC=C4C5=CN=CC=C5)C)O. Drug 2: C1C(C(OC1N2C=NC3=C(N=C(N=C32)Cl)N)CO)O. Cell line: M14. Synergy scores: CSS=2.26, Synergy_ZIP=-3.33, Synergy_Bliss=-3.02, Synergy_Loewe=-5.50, Synergy_HSA=-4.95. (6) Drug 1: CC(C)(C#N)C1=CC(=CC(=C1)CN2C=NC=N2)C(C)(C)C#N. Drug 2: C1CNP(=O)(OC1)N(CCCl)CCCl. Cell line: NCI-H460. Synergy scores: CSS=-3.93, Synergy_ZIP=2.44, Synergy_Bliss=0.885, Synergy_Loewe=-3.03, Synergy_HSA=-3.28. (7) Drug 1: CC1C(C(CC(O1)OC2CC(CC3=C2C(=C4C(=C3O)C(=O)C5=C(C4=O)C(=CC=C5)OC)O)(C(=O)CO)O)N)O.Cl. Drug 2: CC1=C(C(=O)C2=C(C1=O)N3CC4C(C3(C2COC(=O)N)OC)N4)N. Cell line: CCRF-CEM. Synergy scores: CSS=88.5, Synergy_ZIP=9.64, Synergy_Bliss=8.98, Synergy_Loewe=11.3, Synergy_HSA=14.2. (8) Drug 1: C1=NC2=C(N1)C(=S)N=C(N2)N. Drug 2: CS(=O)(=O)CCNCC1=CC=C(O1)C2=CC3=C(C=C2)N=CN=C3NC4=CC(=C(C=C4)OCC5=CC(=CC=C5)F)Cl. Cell line: HCT-15. Synergy scores: CSS=35.7, Synergy_ZIP=1.92, Synergy_Bliss=4.03, Synergy_Loewe=-13.7, Synergy_HSA=2.51. (9) Drug 1: CC1=C(C=C(C=C1)NC2=NC=CC(=N2)N(C)C3=CC4=NN(C(=C4C=C3)C)C)S(=O)(=O)N.Cl. Drug 2: CC1C(C(CC(O1)OC2CC(CC3=C2C(=C4C(=C3O)C(=O)C5=CC=CC=C5C4=O)O)(C(=O)C)O)N)O. Cell line: SNB-75. Synergy scores: CSS=65.3, Synergy_ZIP=-0.697, Synergy_Bliss=-0.842, Synergy_Loewe=7.26, Synergy_HSA=8.16.